From a dataset of Experimentally validated miRNA-target interactions with 360,000+ pairs, plus equal number of negative samples. Binary Classification. Given a miRNA mature sequence and a target amino acid sequence, predict their likelihood of interaction. The miRNA is mmu-miR-3108-5p with sequence GUCUCUAAAGCUAGACGUUCCGG. The protein sequence of the target gene is MEFDCEGVRRLLGKYKFRDLTVEELKNVSVSFPHFRYSVDTYVFKDTSQKDLLNFTGTIPVMYQGKTYNIPIRFWILDSHPFAPPICFLKPTANMEISVGKHVDAKGRIYLPYLQNWSHPKSAIVGLIKEMIAKFQEELPLYSIPSSNEAQQVDLLAYITKITEGVSDINSRGWTNHENKILNKITVVGSGDLGIACTLAISAKGIADKLLLLDLSDGMSQGTMDLDIFNLPNVEISKDLSASAHSKVVIFTANSLGGSESYLHAVQSNVDMFRALVPALGHYSQHAVLLVASQPVEIMS.... Result: 1 (interaction).